Dataset: Forward reaction prediction with 1.9M reactions from USPTO patents (1976-2016). Task: Predict the product of the given reaction. (1) Given the reactants [Cl:1][C:2]1[C:3]2[C:10](I)=[CH:9][N:8]([CH3:12])[C:4]=2[N:5]=[CH:6][N:7]=1.[C:13]1([C:22]2[CH:27]=[CH:26][CH:25]=[CH:24][CH:23]=2)[CH:18]=[CH:17][CH:16]=[C:15](B(O)O)[CH:14]=1.C([O-])([O-])=O.[Na+].[Na+], predict the reaction product. The product is: [CH3:12][N:8]1[C:4]2[N:5]=[CH:6][N:7]=[C:2]([Cl:1])[C:3]=2[C:10]([C:17]2[CH:18]=[C:13]([C:22]3[CH:27]=[CH:26][CH:25]=[CH:24][CH:23]=3)[CH:14]=[CH:15][CH:16]=2)=[CH:9]1. (2) Given the reactants [CH:1]1([C:4]2[N:9]=[CH:8][C:7]([NH2:10])=[CH:6][N:5]=2)[CH2:3][CH2:2]1.[CH3:11][C:12]1[C:16]([CH2:17][O:18][C:19]2[CH:24]=[CH:23][C:22]([S:25](Cl)(=[O:27])=[O:26])=[CH:21][CH:20]=2)=[C:15]([CH3:29])[O:14][N:13]=1, predict the reaction product. The product is: [CH:1]1([C:4]2[N:9]=[CH:8][C:7]([NH:10][S:25]([C:22]3[CH:21]=[CH:20][C:19]([O:18][CH2:17][C:16]4[C:12]([CH3:11])=[N:13][O:14][C:15]=4[CH3:29])=[CH:24][CH:23]=3)(=[O:26])=[O:27])=[CH:6][N:5]=2)[CH2:3][CH2:2]1. (3) Given the reactants [CH2:1]([SH:8])[C:2]1[CH:7]=[CH:6][CH:5]=[CH:4][CH:3]=1.CC(C)([O-])C.[K+].O1CCCC1.Br[C:21]1[CH:26]=[CH:25][CH:24]=[C:23]([C:27]([CH3:30])([CH3:29])[CH3:28])[N:22]=1, predict the reaction product. The product is: [CH2:1]([S:8][C:21]1[CH:26]=[CH:25][CH:24]=[C:23]([C:27]([CH3:30])([CH3:29])[CH3:28])[N:22]=1)[C:2]1[CH:7]=[CH:6][CH:5]=[CH:4][CH:3]=1. (4) Given the reactants Cl.Cl.Cl.[CH3:4][N:5]1[CH:9]=[C:8]([C:10]2[N:15]=[C:14]([C:16]3[CH:17]=[N:18][N:19]([C:21]4(CC#N)CN[CH2:22]4)[CH:20]=3)[N:13]3[CH:28]=[CH:29][N:30]=[C:12]3[CH:11]=2)[CH:7]=[N:6]1.[H-].[Na+].[CH3:33][S:34]CCCl, predict the reaction product. The product is: [CH3:4][N:5]1[CH:9]=[C:8]([C:10]2[N:15]=[C:14]([C:16]3[CH:17]=[N:18][N:19]([CH2:21][CH2:22][S:34][CH3:33])[CH:20]=3)[N:13]3[CH:28]=[CH:29][N:30]=[C:12]3[CH:11]=2)[CH:7]=[N:6]1. (5) Given the reactants [C:1]1([CH2:7][S:8]([C:11]2[CH:12]=[C:13]3[C:17](=[CH:18][CH:19]=2)[NH:16][C:15](=[O:20])[CH2:14]3)(=[O:10])=[O:9])[CH:6]=[CH:5][CH:4]=[CH:3][CH:2]=1.[OH:21][CH:22]1[CH2:27][CH2:26][N:25]([C:28](=[O:39])[CH2:29][C:30]2[C:31]([CH3:38])=[C:32]([CH:36]=O)[NH:33][C:34]=2[CH3:35])[CH2:24][CH2:23]1.N1CCCCC1, predict the reaction product. The product is: [OH:21][CH:22]1[CH2:27][CH2:26][N:25]([C:28](=[O:39])[CH2:29][C:30]2[C:31]([CH3:38])=[C:32](/[CH:36]=[C:14]3\[C:15](=[O:20])[NH:16][C:17]4[C:13]\3=[CH:12][C:11]([S:8]([CH2:7][C:1]3[CH:2]=[CH:3][CH:4]=[CH:5][CH:6]=3)(=[O:10])=[O:9])=[CH:19][CH:18]=4)[NH:33][C:34]=2[CH3:35])[CH2:24][CH2:23]1. (6) Given the reactants [C:1](O)(=O)C.[NH:5]1[C:13]2[C:8](=[CH:9][C:10]([O:14][C@H:15]3[CH2:20][CH2:19][C@H:18](N)[CH2:17][CH2:16]3)=[CH:11][CH:12]=2)[CH:7]=[N:6]1.C=O.[C:24]([BH3-])#[N:25].[Na+].[OH-].[Na+].[ClH:30].C(OCC)C, predict the reaction product. The product is: [ClH:30].[NH:5]1[C:13]2[C:8](=[CH:9][C:10]([O:14][C@H:15]3[CH2:20][CH2:19][C@H:18]([N:25]([CH3:24])[CH3:1])[CH2:17][CH2:16]3)=[CH:11][CH:12]=2)[CH:7]=[N:6]1. (7) Given the reactants C[Si](C)(C)[O:3][C:4]1[N:13]=[C:12]([O:14][Si](C)(C)C)[C:11]2[C:6](=[CH:7][CH:8]=[CH:9][CH:10]=2)[N:5]=1.Br[CH2:22][C:23]1[CH:24]=[CH:25][C:26]([F:33])=[C:27]([CH:32]=1)[C:28]([O:30][CH3:31])=[O:29].O1CCOCC1.CO, predict the reaction product. The product is: [F:33][C:26]1[CH:25]=[CH:24][C:23]([CH2:22][N:5]2[C:6]3[C:11](=[CH:10][CH:9]=[CH:8][CH:7]=3)[C:12](=[O:14])[NH:13][C:4]2=[O:3])=[CH:32][C:27]=1[C:28]([O:30][CH3:31])=[O:29]. (8) Given the reactants C[Si](C)(C)[N-][Si](C)(C)C.[Li+].[CH:11]([C@@H:14]1[N:19]([C:20]([O:22][CH2:23][CH:24]=[CH2:25])=[O:21])[CH2:18][CH2:17][C:16]([C:26]2[N:27]=[C:28]([SH:31])[S:29][CH:30]=2)=[CH:15]1)([CH3:13])[CH3:12].O(P(OC1C=CC=CC=1)O[C:41]1[C@H:47]([CH3:48])[C@H:46]2[N:43]([C:44](=[O:56])[C@@H:45]2[C@H:49]([O:51][Si:52]([CH3:55])([CH3:54])[CH3:53])[CH3:50])[C:42]=1[C:57]([O:59][CH2:60][CH:61]=[CH2:62])=[O:58])C1C=CC=CC=1.C(#N)C, predict the reaction product. The product is: [CH2:23]([O:22][C:20]([N:19]1[C@@H:14]([CH:11]([CH3:13])[CH3:12])[CH:15]=[C:16]([C:26]2[N:27]=[C:28]([S:31][C:41]3[C@H:47]([CH3:48])[C@H:46]4[N:43]([C:44](=[O:56])[C@@H:45]4[C@H:49]([O:51][Si:52]([CH3:53])([CH3:54])[CH3:55])[CH3:50])[C:42]=3[C:57]([O:59][CH2:60][CH:61]=[CH2:62])=[O:58])[S:29][CH:30]=2)[CH2:17][CH2:18]1)=[O:21])[CH:24]=[CH2:25]. (9) Given the reactants N[C:2]1[N:6]([CH2:7][CH:8]([CH3:10])[CH3:9])[CH:5]=[N:4][C:3]=1[C:11]#[N:12].C(I)[I:14].C(ON=O)CC(C)C, predict the reaction product. The product is: [I:14][C:2]1[N:6]([CH2:7][CH:8]([CH3:10])[CH3:9])[CH:5]=[N:4][C:3]=1[C:11]#[N:12].